From a dataset of Full USPTO retrosynthesis dataset with 1.9M reactions from patents (1976-2016). Predict the reactants needed to synthesize the given product. (1) Given the product [O:19]1[C:18]2[CH:17]=[CH:16][C:15]([O:20][C:2]3[N:7]=[C:6]([CH3:8])[C:5]([CH:9]=[O:10])=[CH:4][CH:3]=3)=[CH:14][C:13]=2[O:12][CH2:11]1, predict the reactants needed to synthesize it. The reactants are: Br[C:2]1[N:7]=[C:6]([CH3:8])[C:5]([CH:9]=[O:10])=[CH:4][CH:3]=1.[CH2:11]1[O:19][C:18]2[CH:17]=[CH:16][C:15]([OH:20])=[CH:14][C:13]=2[O:12]1.C([O-])([O-])=O.[K+].[K+]. (2) Given the product [NH2:16]/[C:35](=[N:36]\[O:12][C:11]([C:5]1[C:4]2[C:8](=[CH:9][CH:10]=[C:2]([F:1])[CH:3]=2)[NH:7][N:6]=1)=[O:13])/[CH2:34][NH:33][C:31](=[O:32])[O:30][C:26]([CH3:29])([CH3:28])[CH3:27], predict the reactants needed to synthesize it. The reactants are: [F:1][C:2]1[CH:3]=[C:4]2[C:8](=[CH:9][CH:10]=1)[NH:7][N:6]=[C:5]2[C:11]([OH:13])=[O:12].C1N=C[N:16](C(N2C=NC=C2)=O)C=1.[C:26]([O:30][C:31]([NH:33][C:34](=NO)[CH2:35][NH2:36])=[O:32])([CH3:29])([CH3:28])[CH3:27]. (3) Given the product [F:22][C:23]1[CH:28]=[C:27]([C:3]2[CH:12]=[C:11]3[C:6]([CH:7]=[CH:8][CH:9]=[C:10]3[N:13]3[CH2:18][CH2:17][N:16]([CH3:19])[CH2:15][CH2:14]3)=[CH:5][CH:4]=2)[CH:26]=[CH:25][CH:24]=1, predict the reactants needed to synthesize it. The reactants are: C[Sn](C)(C)[C:3]1[CH:12]=[C:11]2[C:6]([CH:7]=[CH:8][CH:9]=[C:10]2[N:13]2[CH2:18][CH2:17][N:16]([CH3:19])[CH2:15][CH2:14]2)=[CH:5][CH:4]=1.[F:22][C:23]1[CH:24]=[C:25](Br)[CH:26]=[CH:27][CH:28]=1.C(N(CC)CC)C.[Cl-].[Li+]. (4) Given the product [Cl:24][C:21]1[CH:20]=[CH:19][C:18]([C:12]2[C:11]3[CH2:10][CH2:9][NH:8][CH2:17][CH2:16][C:15]=3[N:14]([CH2:27][C:28]3[CH:29]=[N:30][CH:31]=[CH:32][CH:33]=3)[N:13]=2)=[CH:23][CH:22]=1, predict the reactants needed to synthesize it. The reactants are: C(OC([N:8]1[CH2:17][CH2:16][C:15]2[NH:14][N:13]=[C:12]([C:18]3[CH:23]=[CH:22][C:21]([Cl:24])=[CH:20][CH:19]=3)[C:11]=2[CH2:10][CH2:9]1)=O)(C)(C)C.Cl.Cl[CH2:27][C:28]1[CH:29]=[N:30][CH:31]=[CH:32][CH:33]=1.ClC1C=CC(C2N(CC3C=NC=CC=3)N=C3C=2CCNCC3)=CC=1. (5) Given the product [CH2:11]([NH:18][C:19]([NH:10][N:9]([CH2:2][C:3]([OH:5])=[O:4])[CH3:8])=[O:20])[C:12]1[CH:17]=[CH:16][CH:15]=[CH:14][CH:13]=1, predict the reactants needed to synthesize it. The reactants are: Br[CH2:2][C:3]([O:5]CC)=[O:4].[CH3:8][NH:9][NH2:10].[CH2:11]([N:18]=[C:19]=[O:20])[C:12]1[CH:17]=[CH:16][CH:15]=[CH:14][CH:13]=1.